This data is from Catalyst prediction with 721,799 reactions and 888 catalyst types from USPTO. The task is: Predict which catalyst facilitates the given reaction. (1) Reactant: [CH3:1][O:2][C:3](=[O:11])[C:4]1[CH:9]=[CH:8][CH:7]=[N:6][C:5]=1F.[F:12][C:13]1[CH:14]=[C:15]([CH:17]=[CH:18][C:19]=1[CH3:20])[NH2:16]. Product: [F:12][C:13]1[CH:14]=[C:15]([NH:16][C:5]2[N:6]=[CH:7][CH:8]=[CH:9][C:4]=2[C:3]([O:2][CH3:1])=[O:11])[CH:17]=[CH:18][C:19]=1[CH3:20]. The catalyst class is: 2. (2) The catalyst class is: 12. Product: [CH:1]1([CH2:6][C@@H:7]([C:16]([N:18]2[CH:22]([C:23]([N:25]3[CH2:30][CH2:29][O:28][CH2:27][CH2:26]3)=[O:24])[CH2:21][CH:20]=[N:19]2)=[O:17])[CH2:8][C:9]([OH:11])=[O:10])[CH2:5][CH2:4][CH2:3][CH2:2]1. Reactant: [CH:1]1([CH2:6][C@@H:7]([C:16]([N:18]2[CH:22]([C:23]([N:25]3[CH2:30][CH2:29][O:28][CH2:27][CH2:26]3)=[O:24])[CH2:21][CH:20]=[N:19]2)=[O:17])[CH2:8][C:9]([O:11]C(C)(C)C)=[O:10])[CH2:5][CH2:4][CH2:3][CH2:2]1.Cl. (3) Reactant: [H-].[Na+].[NH:3]1[CH:7]=[CH:6][N:5]=[CH:4]1.Br[CH2:9][C:10]1[CH:15]=[CH:14][C:13]([C:16]([C:18]2[CH:23]=[CH:22][C:21]([Cl:24])=[CH:20][CH:19]=2)=[O:17])=[CH:12][CH:11]=1. Product: [Cl:24][C:21]1[CH:20]=[CH:19][C:18]([C:16]([C:13]2[CH:12]=[CH:11][C:10]([CH2:9][N:3]3[CH:7]=[CH:6][N:5]=[CH:4]3)=[CH:15][CH:14]=2)=[O:17])=[CH:23][CH:22]=1. The catalyst class is: 3. (4) Reactant: [Br:1][C:2]1[CH:7]=[CH:6][CH:5]=[CH:4][C:3]=1[OH:8].C([O-])([O-])=O.[K+].[K+].I[CH2:16][CH:17]([CH3:19])[CH3:18]. Product: [CH2:16]([O:8][C:3]1[CH:4]=[CH:5][CH:6]=[CH:7][C:2]=1[Br:1])[CH:17]([CH3:19])[CH3:18]. The catalyst class is: 21. (5) Reactant: Br[C:2]1[CH:3]=[CH:4][C:5]2[C:9]3[CH:10]=[CH:11][C:12](Br)=[CH:13][C:8]=3[S:7](=[O:16])(=[O:15])[C:6]=2[CH:17]=1.[N:18]12[CH2:25][CH2:24][CH:21]([CH2:22][CH2:23]1)[C@@H:20]([OH:26])[CH2:19]2.N1C2C(=CC=C3C=2N=CC=C3)C=CC=1.C(=O)([O-])[O-].[Cs+].[Cs+]. Product: [O:15]=[S:7]1(=[O:16])[C:6]2[CH:17]=[CH:2][CH:3]=[CH:4][C:5]=2[C:9]2[CH:10]=[CH:11][C:12]([O:26][C@@H:20]3[CH:21]4[CH2:24][CH2:25][N:18]([CH2:23][CH2:22]4)[CH2:19]3)=[CH:13][C:8]1=2. The catalyst class is: 432. (6) Reactant: [CH:1]1([N:5]2[CH2:11][CH2:10][C:9]3[CH:12]=[CH:13][C:14]([NH:16][C:17](=[O:25])[C:18]4[CH:23]=[CH:22][C:21](I)=[CH:20][CH:19]=4)=[CH:15][C:8]=3[CH2:7][CH2:6]2)[CH2:4][CH2:3][CH2:2]1.[N:26]1[CH:31]=[CH:30][C:29](B(O)O)=[CH:28][CH:27]=1.C(=O)([O-])[O-].[Na+].[Na+]. Product: [CH:1]1([N:5]2[CH2:11][CH2:10][C:9]3[CH:12]=[CH:13][C:14]([NH:16][C:17](=[O:25])[C:18]4[CH:23]=[CH:22][C:21]([C:29]5[CH:30]=[CH:31][N:26]=[CH:27][CH:28]=5)=[CH:20][CH:19]=4)=[CH:15][C:8]=3[CH2:7][CH2:6]2)[CH2:4][CH2:3][CH2:2]1. The catalyst class is: 57.